From a dataset of Full USPTO retrosynthesis dataset with 1.9M reactions from patents (1976-2016). Predict the reactants needed to synthesize the given product. (1) Given the product [CH:4]1([CH:7]2[O:8][CH:10]2[C:11]([O:13][CH3:14])=[O:12])[CH2:6][CH2:5]1, predict the reactants needed to synthesize it. The reactants are: C[O-].[Na+].[CH:4]1([CH:7]=[O:8])[CH2:6][CH2:5]1.Cl[CH2:10][C:11]([O:13][CH3:14])=[O:12].C(O)(=O)C. (2) Given the product [CH3:1][O:2][C:3]1[CH:12]=[CH:11][CH:10]=[CH:9][C:4]=1[CH2:5][N:6]1[C:26](=[O:27])[CH2:25][C:29](=[O:30])[N:18]([CH2:17][C:16]2[CH:19]=[CH:20][CH:21]=[CH:22][C:15]=2[O:14][CH3:13])[C:7]1=[O:8], predict the reactants needed to synthesize it. The reactants are: [CH3:1][O:2][C:3]1[CH:12]=[CH:11][CH:10]=[CH:9][C:4]=1[CH2:5][N:6]=[C:7]=[O:8].[CH3:13][O:14][C:15]1[CH:22]=[CH:21][CH:20]=[CH:19][C:16]=1[CH2:17][NH2:18].C([CH:25]([C:29](Cl)=[O:30])[C:26](Cl)=[O:27])C.C1CCN2C(=NCCC2)CC1. (3) Given the product [CH3:7][C:6]1[S:5][C:4]2[CH2:8][CH2:9][CH2:10][CH2:11][C:3]=2[C:2]=1[C:30]1[CH:35]=[CH:34][C:25]([NH2:26])=[N:28][CH:29]=1, predict the reactants needed to synthesize it. The reactants are: Br[C:2]1[C:3]2[CH2:11][CH2:10][CH2:9][CH2:8][C:4]=2[S:5][C:6]=1[CH3:7].FC1(F)OC2C=C(C)C(C3N=C[C:25]([NH:28][C:29](=O)[C:30]4[CH:35]=[CH:34]C=CC=4F)=[N:26]C=3)=CC=2O1.P([O-])([O-])([O-])=O.[K+].[K+].[K+]. (4) Given the product [NH2:1][C:2]1[CH:10]=[CH:9][C:8]([C:11]([F:14])([F:13])[F:12])=[CH:7][C:3]=1[C:4]([NH:24][CH2:23][C:22]1[CH:25]=[CH:26][CH:27]=[CH:28][C:21]=1[S:18]([CH2:16][CH3:17])(=[O:20])=[O:19])=[O:6], predict the reactants needed to synthesize it. The reactants are: [NH2:1][C:2]1[CH:10]=[CH:9][C:8]([C:11]([F:14])([F:13])[F:12])=[CH:7][C:3]=1[C:4]([OH:6])=O.Cl.[CH2:16]([S:18]([C:21]1[CH:28]=[CH:27][CH:26]=[CH:25][C:22]=1[CH2:23][NH2:24])(=[O:20])=[O:19])[CH3:17].Cl.ClC1C=CC(S(CC)(=O)=O)=C(C=1)CN. (5) Given the product [F:24][C:16]1[CH:17]=[C:18]([C:2]2[C:3]3[CH2:4][CH2:5][CH2:6][C:7](=[O:12])[C:8]=3[CH:9]=[CH:10][CH:11]=2)[CH:19]=[CH:20][C:15]=1[C:13]#[N:14], predict the reactants needed to synthesize it. The reactants are: Br[C:2]1[CH:11]=[CH:10][CH:9]=[C:8]2[C:3]=1[CH2:4][CH2:5][CH2:6][C:7]2=[O:12].[C:13]([C:15]1[CH:20]=[CH:19][C:18](B(O)O)=[CH:17][C:16]=1[F:24])#[N:14].C([O-])([O-])=O.[K+].[K+]. (6) Given the product [Cl:1][C:2]1[CH:3]=[C:4]2[C:9](=[CH:10][C:11]=1[O:12][C:13]1[CH:14]=[CH:15][C:16]([C:17](=[O:19])[NH:35][CH2:27][CH2:28][C:29]3[CH:34]=[CH:33][CH:32]=[CH:31][CH:30]=3)=[CH:20][CH:21]=1)[O:8][CH2:7][CH2:6][CH:5]2[C:22]([O:24][CH2:25][CH3:26])=[O:23], predict the reactants needed to synthesize it. The reactants are: [Cl:1][C:2]1[CH:3]=[C:4]2[C:9](=[CH:10][C:11]=1[O:12][C:13]1[CH:21]=[CH:20][C:16]([C:17]([OH:19])=O)=[CH:15][CH:14]=1)[O:8][CH2:7][CH2:6][CH:5]2[C:22]([O:24][CH2:25][CH3:26])=[O:23].[CH2:27]([NH2:35])[CH2:28][C:29]1[CH:34]=[CH:33][CH:32]=[CH:31][CH:30]=1.C(N(CC)C(C)C)(C)C. (7) Given the product [I:8][C:5]1[CH:6]=[CH:7][C:2]([N:12]2[CH:11]=[C:10]([CH3:9])[CH:14]=[N:13]2)=[CH:3][CH:4]=1, predict the reactants needed to synthesize it. The reactants are: I[C:2]1[CH:7]=[CH:6][C:5]([I:8])=[CH:4][CH:3]=1.[CH3:9][C:10]1[CH:11]=[N:12][NH:13][CH:14]=1.OC1C=CC=C2C=1N=CC=C2.C([O-])([O-])=O.[K+].[K+]. (8) Given the product [N+:8]([C:3]1[CH:4]=[N:5][CH:6]=[CH:7][C:2]=1[NH:11][C:12]1[CH:17]=[CH:16][CH:15]=[CH:14][CH:13]=1)([O-:10])=[O:9], predict the reactants needed to synthesize it. The reactants are: Cl[C:2]1[CH:7]=[CH:6][N:5]=[CH:4][C:3]=1[N+:8]([O-:10])=[O:9].[NH2:11][C:12]1[CH:17]=[CH:16][CH:15]=[CH:14][CH:13]=1. (9) The reactants are: [CH3:1][N:2]([S:23]([C:26]1[S:27][CH:28]=[CH:29][N:30]=1)(=[O:25])=[O:24])[C:3]1[CH:4]=[CH:5][CH:6]=[C:7]2[C:11]=1[NH:10][C:9]([C:12]1[S:13][CH:14]([CH2:17][C:18](OCC)=[O:19])[CH2:15][N:16]=1)=[CH:8]2.[BH4-].[Li+]. Given the product [OH:19][CH2:18][CH2:17][CH:14]1[S:13][C:12]([C:9]2[NH:10][C:11]3[C:7]([CH:8]=2)=[CH:6][CH:5]=[CH:4][C:3]=3[N:2]([CH3:1])[S:23]([C:26]2[S:27][CH:28]=[CH:29][N:30]=2)(=[O:24])=[O:25])=[N:16][CH2:15]1, predict the reactants needed to synthesize it.